This data is from Full USPTO retrosynthesis dataset with 1.9M reactions from patents (1976-2016). The task is: Predict the reactants needed to synthesize the given product. (1) The reactants are: [NH2:1][C:2]1[CH:7]=[CH:6][C:5]([C:8]2[C:12]([C:13]3[CH:18]=[CH:17][N:16]=[C:15]4[NH:19][C:20]([C:22]5[CH:23]=[N:24][C:25]([N:28]6[CH2:33][CH2:32][N:31]([C:34]([O:36][C:37]([CH3:40])([CH3:39])[CH3:38])=[O:35])[CH2:30][CH2:29]6)=[N:26][CH:27]=5)=[CH:21][C:14]=34)=[CH:11][N:10]([CH3:41])[N:9]=2)=[CH:4][CH:3]=1.ClC([O:45][C:46](C)=C)=O.[N:49]1[CH:54]=CC=C[CH:50]=1. Given the product [CH3:50][N:49]([CH3:54])[C:46]([NH:1][C:2]1[CH:3]=[CH:4][C:5]([C:8]2[C:12]([C:13]3[CH:18]=[CH:17][N:16]=[C:15]4[NH:19][C:20]([C:22]5[CH:27]=[N:26][C:25]([N:28]6[CH2:29][CH2:30][N:31]([C:34]([O:36][C:37]([CH3:38])([CH3:40])[CH3:39])=[O:35])[CH2:32][CH2:33]6)=[N:24][CH:23]=5)=[CH:21][C:14]=34)=[CH:11][N:10]([CH3:41])[N:9]=2)=[CH:6][CH:7]=1)=[O:45], predict the reactants needed to synthesize it. (2) Given the product [C:13](=[O:14])([O:8][C:4]1[CH:5]=[CH:6][CH:7]=[C:2]([F:1])[CH:3]=1)[O:15][CH:16]([Cl:9])[CH3:17], predict the reactants needed to synthesize it. The reactants are: [F:1][C:2]1[CH:3]=[C:4]([OH:8])[CH:5]=[CH:6][CH:7]=1.[Cl:9]CCl.Cl[C:13]([O:15][CH2:16][CH2:17]Cl)=[O:14]. (3) Given the product [F:9][CH:10]1[CH2:15][CH2:14][NH:13][C@@H:12]([C:23]([NH:24][C:25]2([C:28]3[CH:29]=[CH:30][C:31]([C:34]([O:36][CH3:37])=[O:35])=[CH:32][CH:33]=3)[CH2:26][CH2:27]2)=[O:38])[CH2:11]1, predict the reactants needed to synthesize it. The reactants are: C(=O)(OC(C)(C)C)N.[F:9][CH:10]1[CH2:15][CH2:14][N:13](C(OC(C)(C)C)=O)[C@@H:12]([C:23](=[O:38])[NH:24][C:25]2([C:28]3[CH:33]=[CH:32][C:31]([C:34]([O:36][CH3:37])=[O:35])=[CH:30][CH:29]=3)[CH2:27][CH2:26]2)[CH2:11]1. (4) Given the product [Cl:1][C:2]1[CH:7]=[CH:6][C:5]([S:8]([C:13]2[CH:21]=[CH:20][C:19]3[N:18]([CH3:22])[C:17]4[CH2:23][CH:24]5[NH:28][CH:27]([C:16]=4[C:15]=3[C:14]=2[C:29]([O:31][C:32]([CH3:35])([CH3:34])[CH3:33])=[O:30])[CH2:26][CH2:25]5)(=[O:10])=[O:9])=[CH:4][CH:3]=1, predict the reactants needed to synthesize it. The reactants are: [Cl:1][C:2]1[CH:7]=[CH:6][C:5]([S:8]([O-:10])=[O:9])=[CH:4][CH:3]=1.[Na+].Br[C:13]1[CH:21]=[CH:20][C:19]2[N:18]([CH3:22])[C:17]3[CH2:23][CH:24]4[NH:28][CH:27]([C:16]=3[C:15]=2[C:14]=1[C:29]([O:31][C:32]([CH3:35])([CH3:34])[CH3:33])=[O:30])[CH2:26][CH2:25]4.